From a dataset of Forward reaction prediction with 1.9M reactions from USPTO patents (1976-2016). Predict the product of the given reaction. (1) Given the reactants [CH:1]1([C:4]([C:6]2[CH:7]=[N:8][C:9]3[C:14]([C:15]=2[NH:16][C:17]2[CH:18]=[N:19][N:20]([CH:22]4[CH2:27][CH2:26][N:25](C(OC(C)(C)C)=O)[CH2:24][CH2:23]4)[CH:21]=2)=[CH:13][C:12]([C:35]2[CH:40]=[C:39]([Cl:41])[C:38]([OH:42])=[C:37]([Cl:43])[CH:36]=2)=[CH:11][CH:10]=3)=[O:5])[CH2:3][CH2:2]1.C(O)(C(F)(F)F)=O, predict the reaction product. The product is: [CH:1]1([C:4]([C:6]2[CH:7]=[N:8][C:9]3[C:14]([C:15]=2[NH:16][C:17]2[CH:18]=[N:19][N:20]([CH:22]4[CH2:27][CH2:26][NH:25][CH2:24][CH2:23]4)[CH:21]=2)=[CH:13][C:12]([C:35]2[CH:36]=[C:37]([Cl:43])[C:38]([OH:42])=[C:39]([Cl:41])[CH:40]=2)=[CH:11][CH:10]=3)=[O:5])[CH2:2][CH2:3]1. (2) Given the reactants [F:1][C:2]1[CH:7]=[CH:6][C:5]([CH2:8][CH2:9][C:10]([N:12]2[CH2:21][CH2:20][CH:19]3[CH:14]([CH:15]([NH:22]C(=O)OC(C)(C)C)[CH2:16][CH2:17][CH2:18]3)[CH2:13]2)=O)=[CH:4][CH:3]=1.B.Cl, predict the reaction product. The product is: [F:1][C:2]1[CH:3]=[CH:4][C:5]([CH2:8][CH2:9][CH2:10][N:12]2[CH2:21][CH2:20][CH:19]3[CH:14]([CH:15]([NH2:22])[CH2:16][CH2:17][CH2:18]3)[CH2:13]2)=[CH:6][CH:7]=1. (3) Given the reactants C([O:8][C:9]1[CH:14]=[CH:13][C:12](/[CH:15]=[CH:16]/[CH2:17][CH:18]2[O:22][CH2:21][CH2:20][O:19]2)=[CH:11][CH:10]=1)C1C=CC=CC=1, predict the reaction product. The product is: [OH:8][C:9]1[CH:14]=[CH:13][C:12]([CH2:15][CH2:16][CH2:17][CH:18]2[O:19][CH2:20][CH2:21][O:22]2)=[CH:11][CH:10]=1. (4) The product is: [C:23]([O:27][C:28](=[O:30])[N:29]([CH2:17][CH:18]1[CH2:22][CH2:21][N:20]([CH:2]([C:9]2[CH:14]=[CH:13][CH:12]=[CH:11][CH:10]=2)[C:3]2[CH:8]=[CH:7][CH:6]=[CH:5][CH:4]=2)[CH2:19]1)[CH3:31])([CH3:26])([CH3:25])[CH3:24]. Given the reactants Cl[CH:2]([C:9]1[CH:14]=[CH:13][CH:12]=[CH:11][CH:10]=1)[C:3]1[CH:8]=[CH:7][CH:6]=[CH:5][CH:4]=1.CN[CH2:17][CH:18]1[CH2:22][CH2:21][NH:20][CH2:19]1.[C:23]([O:27][C:28](=[O:30])[NH2:29])([CH3:26])([CH3:25])[CH3:24].[C:31]([O-])([O-])=O.[K+].[K+], predict the reaction product. (5) Given the reactants [F:1][C:2]1[CH:3]=[C:4]([C@H:13]([NH:21][C:22]([C:24]2[CH:33]=[CH:32][C:27]([C:28]([O:30]C)=[O:29])=[CH:26][N:25]=2)=[O:23])[C:14]2[C:19]([F:20])=[CH:18][CH:17]=[CH:16][N:15]=2)[CH:5]=[CH:6][C:7]=1[O:8][C:9]([F:12])([F:11])[F:10].O.[OH-].[Li+].C1COCC1, predict the reaction product. The product is: [F:1][C:2]1[CH:3]=[C:4]([C@H:13]([NH:21][C:22]([C:24]2[CH:33]=[CH:32][C:27]([C:28]([OH:30])=[O:29])=[CH:26][N:25]=2)=[O:23])[C:14]2[C:19]([F:20])=[CH:18][CH:17]=[CH:16][N:15]=2)[CH:5]=[CH:6][C:7]=1[O:8][C:9]([F:11])([F:12])[F:10]. (6) Given the reactants C[O:2][C:3](=[O:14])[C:4]1[CH:9]=[CH:8][C:7]([CH2:10][O:11][NH2:12])=[CH:6][C:5]=1[Br:13].[CH2:15]([N:22]1[C:30]2[C:25](=[CH:26][CH:27]=[CH:28][CH:29]=2)[CH:24]=[C:23]1[CH:31]=O)[C:16]1[CH:21]=[CH:20][CH:19]=[CH:18][CH:17]=1.[OH-].[Na+], predict the reaction product. The product is: [CH2:15]([N:22]1[C:30]2[C:25](=[CH:26][CH:27]=[CH:28][CH:29]=2)[CH:24]=[C:23]1/[CH:31]=[N:12]/[O:11][CH2:10][C:7]1[CH:8]=[CH:9][C:4]([C:3]([OH:2])=[O:14])=[C:5]([Br:13])[CH:6]=1)[C:16]1[CH:17]=[CH:18][CH:19]=[CH:20][CH:21]=1. (7) Given the reactants [F:1][C:2]1[C:7]([CH:8]2[CH2:12][CH2:11][NH:10][CH2:9]2)=[N:6][CH:5]=[CH:4][N:3]=1.[C:13](OC(=O)C)(=[O:15])[CH3:14].C(=O)(O)[O-].[Na+], predict the reaction product. The product is: [F:1][C:2]1[C:7]([CH:8]2[CH2:12][CH2:11][N:10]([C:13](=[O:15])[CH3:14])[CH2:9]2)=[N:6][CH:5]=[CH:4][N:3]=1. (8) Given the reactants Cl[C:2]1[C:7]([NH2:8])=[C:6]([Cl:9])[N:5]=[C:4]([S:10][CH2:11][CH2:12][CH3:13])[N:3]=1.C(O)(=O)[C@@H]([C@H](C(O)=O)O)O.[NH2:24][C@H:25]1[C@@H:29]2[O:30][C:31]([CH3:34])([CH3:33])[O:32][C@@H:28]2[C@@H:27]([O:35][CH2:36][CH2:37][OH:38])[CH2:26]1.CS(C)=O.C(=O)(O)[O-].[Na+], predict the reaction product. The product is: [NH2:8][C:7]1[C:2]([NH:24][C@H:25]2[C@@H:29]3[O:30][C:31]([CH3:33])([CH3:34])[O:32][C@@H:28]3[C@@H:27]([O:35][CH2:36][CH2:37][OH:38])[CH2:26]2)=[N:3][C:4]([S:10][CH2:11][CH2:12][CH3:13])=[N:5][C:6]=1[Cl:9]. (9) Given the reactants [Cl:1][C:2]1[CH:3]=[CH:4][C:5]([O:19][CH2:20][CH:21]([CH3:23])[CH3:22])=[C:6]([CH2:8][C:9]2[O:13][C:12]([C:14]([O:16][CH2:17][CH3:18])=[O:15])=[CH:11][CH:10]=2)[CH:7]=1.Cl[C:25]1C=CC(O)=C(CC2OC(C(OCC)=O)=C(C)C=2)C=1, predict the reaction product. The product is: [Cl:1][C:2]1[CH:3]=[CH:4][C:5]([O:19][CH2:20][CH:21]([CH3:22])[CH3:23])=[C:6]([CH2:8][C:9]2[O:13][C:12]([C:14]([O:16][CH2:17][CH3:18])=[O:15])=[C:11]([CH3:25])[CH:10]=2)[CH:7]=1.